From a dataset of CYP2C19 inhibition data for predicting drug metabolism from PubChem BioAssay. Regression/Classification. Given a drug SMILES string, predict its absorption, distribution, metabolism, or excretion properties. Task type varies by dataset: regression for continuous measurements (e.g., permeability, clearance, half-life) or binary classification for categorical outcomes (e.g., BBB penetration, CYP inhibition). Dataset: cyp2c19_veith. (1) The molecule is CC(Oc1ccc(Cl)cc1Cl)C(=O)/C=C/N(C)C. The result is 1 (inhibitor). (2) The result is 1 (inhibitor). The molecule is Cc1nn(C)c(Cl)c1NC(=O)OCc1ccc(F)cc1. (3) The compound is O=C(NC(=S)Nc1cccc(Cl)c1N1CCCCC1)c1cccs1. The result is 1 (inhibitor). (4) The result is 1 (inhibitor). The drug is Cc1c(NC(=O)CSc2nnc3c4ccccc4n(CCc4ccccc4)c3n2)c(=O)n(-c2ccccc2)n1C.